Dataset: Reaction yield outcomes from USPTO patents with 853,638 reactions. Task: Predict the reaction yield, written as a fraction of the theoretical maximum amount of product (1.0 means a 100% yield; for example, 0.34 means a 34% yield). (1) The reactants are [CH2:1]([NH:5][S:6]([C:9]1[CH:14]=[CH:13][C:12]([CH:15]=[C:16]2[CH2:21][CH2:20][N:19]([S:22]([CH3:25])(=[O:24])=[O:23])[CH2:18][CH2:17]2)=[CH:11][CH:10]=1)(=[O:8])=[O:7])[CH:2]([CH3:4])[CH3:3].[F:26][C:27]([F:37])([F:36])[C:28]1[CH:35]=[CH:34][CH:33]=[CH:32][C:29]=1[CH2:30]Br.C([O-])([O-])=O.[K+].[K+]. The catalyst is CN(C=O)C.CCOC(C)=O. The product is [CH2:1]([N:5]([CH2:30][C:29]1[CH:32]=[CH:33][CH:34]=[CH:35][C:28]=1[C:27]([F:26])([F:36])[F:37])[S:6]([C:9]1[CH:10]=[CH:11][C:12]([CH:15]=[C:16]2[CH2:21][CH2:20][N:19]([S:22]([CH3:25])(=[O:23])=[O:24])[CH2:18][CH2:17]2)=[CH:13][CH:14]=1)(=[O:8])=[O:7])[CH:2]([CH3:3])[CH3:4]. The yield is 0.550. (2) The reactants are B.O1CCCC1.O1CCCC1.[CH2:12]([N:19]1[C:26](=O)[C:23]2([CH2:25][CH2:24]2)[NH:22][C:21](=O)[CH2:20]1)[C:13]1[CH:18]=[CH:17][CH:16]=[CH:15][CH:14]=1. The catalyst is CO. The product is [CH2:12]([N:19]1[CH2:26][C:23]2([CH2:25][CH2:24]2)[NH:22][CH2:21][CH2:20]1)[C:13]1[CH:18]=[CH:17][CH:16]=[CH:15][CH:14]=1. The yield is 0.590.